Dataset: Catalyst prediction with 721,799 reactions and 888 catalyst types from USPTO. Task: Predict which catalyst facilitates the given reaction. (1) Reactant: [F:1][C:2]1[C:11]2[O:10][CH2:9][C@H:8]([CH2:12][NH2:13])[O:7][C:6]=2[CH:5]=[C:4]([S:14]([CH3:17])(=[O:16])=[O:15])[CH:3]=1.[F:18][C:19]([F:24])([F:23])[CH2:20][CH2:21]I. Product: [F:1][C:2]1[C:11]2[O:10][CH2:9][C@H:8]([CH2:12][NH:13][CH2:21][CH2:20][C:19]([F:24])([F:23])[F:18])[O:7][C:6]=2[CH:5]=[C:4]([S:14]([CH3:17])(=[O:16])=[O:15])[CH:3]=1. The catalyst class is: 10. (2) Reactant: [N:1]([C@@H:4]1[CH2:9][CH2:8][C@H:7]([N:10]2[CH2:14][CH2:13][C@H:12]([CH2:15][C:16]3([C:21]4[CH:26]=[CH:25][CH:24]=[C:23]([C:27]([F:30])([F:29])[F:28])[CH:22]=4)[O:20][CH2:19][CH2:18][O:17]3)[C:11]2=[O:31])[C@H:6]([CH2:32][S:33]([C:36]2[CH:41]=[CH:40][CH:39]=[CH:38][CH:37]=2)(=[O:35])=[O:34])[CH2:5]1)=[N+]=[N-]. Product: [NH2:1][C@@H:4]1[CH2:9][CH2:8][C@H:7]([N:10]2[CH2:14][CH2:13][C@H:12]([CH2:15][C:16]3([C:21]4[CH:26]=[CH:25][CH:24]=[C:23]([C:27]([F:28])([F:29])[F:30])[CH:22]=4)[O:17][CH2:18][CH2:19][O:20]3)[C:11]2=[O:31])[C@H:6]([CH2:32][S:33]([C:36]2[CH:37]=[CH:38][CH:39]=[CH:40][CH:41]=2)(=[O:34])=[O:35])[CH2:5]1. The catalyst class is: 19. (3) Reactant: [NH2:1][C:2]1[C:11]([F:12])=[C:10](F)[C:9]([O:14][CH3:15])=[C:8]2[C:3]=1[C:4](=[O:20])[C:5]([C:17]([OH:19])=[O:18])=[CH:6][N:7]2[CH3:16].[N:21]1[CH:26]=[CH:25][CH:24]=[CH:23][C:22]=1[NH:27][CH2:28][CH2:29][NH2:30].C(N(CC)CC)C. Product: [NH2:1][C:2]1[C:11]([F:12])=[C:10]([NH:30][CH2:29][CH2:28][NH:27][C:22]2[CH:23]=[CH:24][CH:25]=[CH:26][N:21]=2)[C:9]([O:14][CH3:15])=[C:8]2[C:3]=1[C:4](=[O:20])[C:5]([C:17]([OH:19])=[O:18])=[CH:6][N:7]2[CH3:16]. The catalyst class is: 16.